From a dataset of Full USPTO retrosynthesis dataset with 1.9M reactions from patents (1976-2016). Predict the reactants needed to synthesize the given product. (1) Given the product [CH3:11][O:12][C:13](=[O:16])[CH2:14][NH:15][CH2:6][C:5]1[CH:8]=[CH:9][C:2]([Br:1])=[CH:3][CH:4]=1, predict the reactants needed to synthesize it. The reactants are: [Br:1][C:2]1[CH:9]=[CH:8][C:5]([CH2:6]Br)=[CH:4][CH:3]=1.Cl.[CH3:11][O:12][C:13](=[O:16])[CH2:14][NH2:15].C(=O)([O-])[O-].[K+].[K+]. (2) Given the product [CH3:27][O:28][C:29](=[O:30])[C:31]1[CH:32]=[CH:33][C:34]([CH3:40])=[C:35]([C:9]2[S:8][C:7]([NH:6][C:4](=[O:5])[C:3]3[C:2]([F:1])=[CH:25][CH:24]=[CH:23][C:22]=3[F:26])=[CH:11][CH:10]=2)[CH:36]=1, predict the reactants needed to synthesize it. The reactants are: [F:1][C:2]1[CH:25]=[CH:24][CH:23]=[C:22]([F:26])[C:3]=1[C:4]([NH:6][C:7]1[S:8][C:9](C2C=CC=C(C(F)(F)F)C=2)=[CH:10][CH:11]=1)=[O:5].[CH3:27][O:28][C:29]([C:31]1[CH:32]=[CH:33][C:34]([CH3:40])=[C:35](B(O)O)[CH:36]=1)=[O:30].